From a dataset of Full USPTO retrosynthesis dataset with 1.9M reactions from patents (1976-2016). Predict the reactants needed to synthesize the given product. (1) Given the product [C:1]1([N:7]2[CH2:12][CH2:11][NH:10][CH2:9][CH2:8]2)[CH:6]=[CH:5][CH:4]=[CH:3][CH:2]=1, predict the reactants needed to synthesize it. The reactants are: [C:1]1([N:7]2[CH2:12][CH2:11][N:10](C(OC(C)(C)C)=O)[CH2:9][CH2:8]2)[CH:6]=[CH:5][CH:4]=[CH:3][CH:2]=1.[OH-].[Na+]. (2) Given the product [CH2:1]([N:8]1[C:16]2[C:11](=[CH:12][CH:13]=[C:14]([N+:17]([O-:19])=[O:18])[CH:15]=2)[C:10]([C:20]([O:27][CH2:28][O:29][CH3:30])([C:23]([F:26])([F:24])[F:25])[C:21]#[C:22][C:32]2[CH:42]=[CH:41][C:35]([C:36]([O:38][CH2:39][CH3:40])=[O:37])=[CH:34][CH:33]=2)=[CH:9]1)[C:2]1[CH:3]=[CH:4][CH:5]=[CH:6][CH:7]=1, predict the reactants needed to synthesize it. The reactants are: [CH2:1]([N:8]1[C:16]2[C:11](=[CH:12][CH:13]=[C:14]([N+:17]([O-:19])=[O:18])[CH:15]=2)[C:10]([C:20]([O:27][CH2:28][O:29][CH3:30])([C:23]([F:26])([F:25])[F:24])[C:21]#[CH:22])=[CH:9]1)[C:2]1[CH:7]=[CH:6][CH:5]=[CH:4][CH:3]=1.Br[C:32]1[CH:42]=[CH:41][C:35]([C:36]([O:38][CH2:39][CH3:40])=[O:37])=[CH:34][CH:33]=1. (3) Given the product [F:1][C:2]1[CH:18]=[C:17]([NH:19][C:33](=[O:34])[O:32][C:29]([CH3:31])([CH3:30])[CH3:28])[CH:16]=[CH:15][C:3]=1[O:4][C:5]1[CH:10]=[CH:9][N:8]=[C:7]2[CH:11]=[C:12]([I:14])[S:13][C:6]=12, predict the reactants needed to synthesize it. The reactants are: [F:1][C:2]1[CH:18]=[C:17]([N+:19]([O-])=O)[CH:16]=[CH:15][C:3]=1[O:4][C:5]1[CH:10]=[CH:9][N:8]=[C:7]2[CH:11]=[C:12]([I:14])[S:13][C:6]=12.[NH4+].[Cl-].CCO.O.[CH3:28][C:29]([O:32][C:33](O[C:33]([O:32][C:29]([CH3:31])([CH3:30])[CH3:28])=[O:34])=[O:34])([CH3:31])[CH3:30]. (4) Given the product [CH3:1][C@@H:2]1[CH2:6][N:5]([CH2:7][C:36]2[CH:37]=[CH:38][CH:39]=[C:40]([CH3:42])[N:41]=2)[CH2:4][C@H:3]1[C:15]1[NH:16][C:17](=[O:30])[C:18]2[CH:23]=[N:22][N:21]([CH:24]3[CH2:29][CH2:28][O:27][CH2:26][CH2:25]3)[C:19]=2[N:20]=1, predict the reactants needed to synthesize it. The reactants are: [CH3:1][C@@H:2]1[CH2:6][N:5]([CH2:7]C2C=NC(C)=NC=2)[CH2:4][C@H:3]1[C:15]1[NH:16][C:17](=[O:30])[C:18]2[CH:23]=[N:22][N:21]([CH:24]3[CH2:29][CH2:28][O:27][CH2:26][CH2:25]3)[C:19]=2[N:20]=1.C([BH3-])#N.[Na+].C[C:36]1[N:41]=[C:40]([CH:42]=O)[CH:39]=[CH:38][CH:37]=1. (5) Given the product [CH3:4][C:5]1[C:9]([C:10]2[C:19]3[O:18][CH2:17][C@H:16]([C:20]4[CH:25]=[CH:24][CH:23]=[CH:22][N:21]=4)[N:15]4[C:26]([N:28]5[CH2:33][CH2:32][N:31]([C:42](=[O:46])[CH:43]([CH3:45])[CH3:44])[CH2:30][CH2:29]5)=[N:27][C:13]([C:14]=34)=[CH:12][CH:11]=2)=[C:8]([CH3:34])[O:7][N:6]=1, predict the reactants needed to synthesize it. The reactants are: Cl.Cl.Cl.[CH3:4][C:5]1[C:9]([C:10]2[C:19]3[O:18][CH2:17][C@H:16]([C:20]4[CH:25]=[CH:24][CH:23]=[CH:22][N:21]=4)[N:15]4[C:26]([N:28]5[CH2:33][CH2:32][NH:31][CH2:30][CH2:29]5)=[N:27][C:13]([C:14]=34)=[CH:12][CH:11]=2)=[C:8]([CH3:34])[O:7][N:6]=1.C(N(CC)CC)C.[C:42](Cl)(=[O:46])[CH:43]([CH3:45])[CH3:44]. (6) Given the product [CH2:16]([O:18][C:19]([C@@H:21]1[CH2:25][CH2:24][CH2:23][C@@H:22]1[NH:26][CH2:9][CH:6]1[CH2:7][CH2:8]1)=[O:20])[CH3:17], predict the reactants needed to synthesize it. The reactants are: C([O-])(=O)C.[Na+].[CH:6]1([CH:9]=O)[CH2:8][CH2:7]1.C([BH3-])#N.[Na+].Cl.[CH2:16]([O:18][C:19]([C@@H:21]1[CH2:25][CH2:24][CH2:23][C@@H:22]1[NH2:26])=[O:20])[CH3:17].Cl.